From a dataset of Catalyst prediction with 721,799 reactions and 888 catalyst types from USPTO. Predict which catalyst facilitates the given reaction. (1) Reactant: [Br:1][C:2]1[CH:3]=[CH:4][C:5]([NH:8][CH2:9][CH2:10][OH:11])=[N:6][CH:7]=1.N1C=CN=C1.C([Si](C)(C)Cl)CCC.[CH3:25][C:26]([Si:29](Cl)([CH3:31])[CH3:30])([CH3:28])[CH3:27]. Product: [Br:1][C:2]1[CH:3]=[CH:4][C:5]([NH:8][CH2:9][CH2:10][O:11][Si:29]([C:26]([CH3:28])([CH3:27])[CH3:25])([CH3:31])[CH3:30])=[N:6][CH:7]=1. The catalyst class is: 288. (2) Product: [CH3:8][CH:9]1[CH2:14][CH2:13][NH:12][CH2:11][CH:10]1[C:15]([O:17][CH3:18])=[O:16]. Reactant: C(=O)([O-])[O-].[K+].[K+].Cl.[CH3:8][CH:9]1[CH2:14][CH2:13][NH:12][CH2:11][CH:10]1[C:15]([O:17][CH3:18])=[O:16]. The catalyst class is: 4. (3) Reactant: [N:1]([CH2:4][CH2:5][C:6]1[N:7]=[C:8]([CH3:11])[S:9][CH:10]=1)=[N+]=[N-].[H][H]. Product: [CH3:11][C:8]1[S:9][CH:10]=[C:6]([CH2:5][CH2:4][NH2:1])[N:7]=1. The catalyst class is: 19.